Dataset: Reaction yield outcomes from USPTO patents with 853,638 reactions. Task: Predict the reaction yield, written as a fraction of the theoretical maximum amount of product (1.0 means a 100% yield; for example, 0.34 means a 34% yield). (1) The reactants are [NH2:1][C:2]1[CH:3]=[C:4]([CH:21]=[CH:22][C:23]=1[CH3:24])[O:5][C:6]1[CH:7]=[CH:8][C:9]2[N:10]([CH:12]=[C:13]([NH:15][C:16]([CH:18]3[CH2:20][CH2:19]3)=[O:17])[N:14]=2)[N:11]=1.[CH2:25]([N:27]=[C:28]=[O:29])[CH3:26]. The catalyst is N1C=CC=CC=1. The product is [CH2:25]([NH:27][C:28]([NH:1][C:2]1[CH:3]=[C:4]([CH:21]=[CH:22][C:23]=1[CH3:24])[O:5][C:6]1[CH:7]=[CH:8][C:9]2[N:10]([CH:12]=[C:13]([NH:15][C:16]([CH:18]3[CH2:20][CH2:19]3)=[O:17])[N:14]=2)[N:11]=1)=[O:29])[CH3:26]. The yield is 0.580. (2) The reactants are Cl.[CH3:2][CH:3]([O:5][C:6]1[CH:13]=[CH:12][C:11]([C:14]2[O:18][N:17]=[C:16]([C:19]3[CH:29]=[CH:28][C:22]4[CH2:23][CH2:24][NH:25][CH2:26][CH2:27][C:21]=4[CH:20]=3)[N:15]=2)=[CH:10][C:7]=1[C:8]#[N:9])[CH3:4].[CH3:30][N:31]([CH3:36])[C:32](=[O:35])[CH:33]=[CH2:34].C1CCN2C(=NCCC2)CC1. The catalyst is C(#N)C. The product is [C:8]([C:7]1[CH:10]=[C:11]([C:14]2[O:18][N:17]=[C:16]([C:19]3[CH:29]=[CH:28][C:22]4[CH2:23][CH2:24][N:25]([CH2:34][CH2:33][C:32]([N:31]([CH3:36])[CH3:30])=[O:35])[CH2:26][CH2:27][C:21]=4[CH:20]=3)[N:15]=2)[CH:12]=[CH:13][C:6]=1[O:5][CH:3]([CH3:2])[CH3:4])#[N:9]. The yield is 0.660.